This data is from Catalyst prediction with 721,799 reactions and 888 catalyst types from USPTO. The task is: Predict which catalyst facilitates the given reaction. (1) Reactant: [CH3:1][O:2][C:3]([C:5]1[C:13]2[NH:12][C:11]([NH2:14])=[N:10][C:9]=2[CH:8]=[CH:7][CH:6]=1)=[O:4].C1N=CN([C:20]([N:22]2[CH:26]=[N:25][CH:24]=[CH:23]2)=[O:21])C=1.C1C2[C:31](=[CH:32][CH:33]=[CH:34]C=2)[CH:30]=[C:29](N)N=1.O. Product: [CH3:1][O:2][C:3]([C:5]1[C:13]2[N:12]=[C:11]([NH:14][C:20]([NH:22][C:26]3[N:25]=[CH:24][C:23]4[C:33]([CH:34]=3)=[CH:32][CH:31]=[CH:30][CH:29]=4)=[O:21])[NH:10][C:9]=2[CH:8]=[CH:7][CH:6]=1)=[O:4]. The catalyst class is: 3. (2) Reactant: [F:1][C:2]1([F:30])[O:6][C:5]2[CH:7]=[CH:8][C:9]([CH:11]([C:18]3[C:26]4[C:21](=[C:22]([CH2:27][S:28][CH3:29])[CH:23]=[CH:24][CH:25]=4)[NH:20][CH:19]=3)[CH2:12][C:13](OCC)=[O:14])=[CH:10][C:4]=2[O:3]1.[H-].[Al+3].[Li+].[H-].[H-].[H-].O.C(#N)C. Product: [F:30][C:2]1([F:1])[O:6][C:5]2[CH:7]=[CH:8][C:9]([CH:11]([C:18]3[C:26]4[C:21](=[C:22]([CH2:27][S:28][CH3:29])[CH:23]=[CH:24][CH:25]=4)[NH:20][CH:19]=3)[CH2:12][CH2:13][OH:14])=[CH:10][C:4]=2[O:3]1. The catalyst class is: 7. (3) Reactant: [Br:1][C:2]1[C:3](=[O:14])[O:4][C:5]2[C:10]([C:11]=1[CH3:12])=[CH:9][C:8]([OH:13])=[CH:7][CH:6]=2.C1(C)C=CC(S([O-])(=O)=O)=CC=1.[NH+]1C=CC=CC=1.[O:32]1[CH:37]=[CH:36][CH2:35][CH2:34][CH2:33]1. Product: [Br:1][C:2]1[C:3](=[O:14])[O:4][C:5]2[C:10]([C:11]=1[CH3:12])=[CH:9][C:8]([O:13][CH:33]1[CH2:34][CH2:35][CH2:36][CH2:37][O:32]1)=[CH:7][CH:6]=2. The catalyst class is: 20. (4) Reactant: [Cl:1][C:2]1[C:16]([S:17]([CH3:20])(=[O:19])=[O:18])=[CH:15][CH:14]=[CH:13][C:3]=1[CH2:4][C:5]1[CH:10]=[C:9]([F:11])[CH:8]=[CH:7][C:6]=1[OH:12].Br[CH2:22][C:23]([O:25]C(C)(C)C)=[O:24].C([O-])([O-])=O.[K+].[K+].O. Product: [Cl:1][C:2]1[C:16]([S:17]([CH3:20])(=[O:19])=[O:18])=[CH:15][CH:14]=[CH:13][C:3]=1[CH2:4][C:5]1[CH:10]=[C:9]([F:11])[CH:8]=[CH:7][C:6]=1[O:12][CH2:22][C:23]([OH:25])=[O:24]. The catalyst class is: 3. (5) Reactant: [F:1][C:2]1[N:7]2[CH:8]=[C:9]([CH2:11][N:12]([CH3:23])[C@@H:13]3[C:22]4[N:21]=[CH:20][CH:19]=[CH:18][C:17]=4[CH2:16][CH2:15][CH2:14]3)[N:10]=[C:6]2[CH:5]=[CH:4][CH:3]=1.[Br:24]N1C(=O)CCC1=O. Product: [Br:24][C:8]1[N:7]2[C:2]([F:1])=[CH:3][CH:4]=[CH:5][C:6]2=[N:10][C:9]=1[CH2:11][N:12]([CH3:23])[C@@H:13]1[C:22]2[N:21]=[CH:20][CH:19]=[CH:18][C:17]=2[CH2:16][CH2:15][CH2:14]1. The catalyst class is: 4.